From a dataset of Full USPTO retrosynthesis dataset with 1.9M reactions from patents (1976-2016). Predict the reactants needed to synthesize the given product. (1) The reactants are: [CH3:1][C:2]1[C:11]([N+:12]([O-])=O)=[CH:10][C:9]([C:15]([F:18])([F:17])[F:16])=[CH:8][C:3]=1[C:4]([O:6][CH3:7])=[O:5].C(O)C.[NH4+].[Cl-]. Given the product [NH2:12][C:11]1[C:2]([CH3:1])=[C:3]([CH:8]=[C:9]([C:15]([F:16])([F:17])[F:18])[CH:10]=1)[C:4]([O:6][CH3:7])=[O:5], predict the reactants needed to synthesize it. (2) Given the product [NH:8]1[CH:9]=[CH:10][N:6]=[C:7]1[C:18]1[CH:23]=[CH:22][C:21]([C:24]23[CH2:31][N:28]([CH2:29][CH2:30]2)[CH2:27][CH2:26][CH2:25]3)=[CH:20][N:19]=1, predict the reactants needed to synthesize it. The reactants are: CN(C)S([N:6]1[CH:10]=[CH:9][N:8]=[CH:7]1)(=O)=O.C([Li])CCC.Br[C:18]1[CH:23]=[CH:22][C:21]([C:24]23[CH2:31][N:28]([CH2:29][CH2:30]2)[CH2:27][CH2:26][CH2:25]3)=[CH:20][N:19]=1.[OH-].[Na+]. (3) Given the product [Br:1][C:2]1[CH:3]=[CH:4][C:5]([O:18][CH3:19])=[C:6]([C:8]([C:10]2[C:11]([Cl:17])=[N:12][C:13]([Cl:16])=[N:14][CH:15]=2)=[O:9])[CH:7]=1, predict the reactants needed to synthesize it. The reactants are: [Br:1][C:2]1[CH:3]=[CH:4][C:5]([O:18][CH3:19])=[C:6]([CH:8]([C:10]2[C:11]([Cl:17])=[N:12][C:13]([Cl:16])=[N:14][CH:15]=2)[OH:9])[CH:7]=1. (4) Given the product [C:1]1([C:26]2[CH:27]=[CH:28][CH:29]=[CH:30][CH:31]=2)[CH:2]=[CH:3][C:4]([C:7]2[O:8][C:9]([CH3:25])=[C:10]([CH2:12][CH2:13][O:14][C:41]3[CH:42]=[CH:43][C:38]([CH2:37][C:36]([CH3:54])([O:47][C:48]4[CH:49]=[CH:50][CH:51]=[CH:52][CH:53]=4)[C:35]([OH:55])=[O:34])=[CH:39][C:40]=3[O:45][CH3:46])[N:11]=2)=[CH:5][CH:6]=1, predict the reactants needed to synthesize it. The reactants are: [C:1]1([C:26]2[CH:31]=[CH:30][CH:29]=[CH:28][CH:27]=2)[CH:6]=[CH:5][C:4]([C:7]2[O:8][C:9]([CH3:25])=[C:10]([CH2:12][CH2:13][O:14]S(C3C(C)=CC=CC=3)(=O)=O)[N:11]=2)=[CH:3][CH:2]=1.C([O:34][C:35](=[O:55])[C:36]([CH3:54])([O:47][C:48]1[CH:53]=[CH:52][CH:51]=[CH:50][CH:49]=1)[CH2:37][C:38]1[CH:43]=[CH:42][C:41](O)=[C:40]([O:45][CH3:46])[CH:39]=1)C. (5) Given the product [CH2:1]([NH:8][CH:36]([CH:38]1[CH2:39][N:59]([C:61]([O:51][C:50]([CH3:49])([CH3:45])[CH3:52])=[O:62])[CH2:40]1)[CH3:37])[C:2]1[CH:3]=[CH:4][CH:5]=[CH:6][CH:7]=1, predict the reactants needed to synthesize it. The reactants are: [CH2:1]([N:8]([CH:36]([CH:38]1[CH2:40][CH2:39]1)[CH3:37])C(=O)CN1C(=O)[C@]2(C3C(=CC(NC(C4C=NOC=4C)=O)=CC=3)CC2)NC1=O)[C:2]1[CH:7]=[CH:6][CH:5]=[CH:4][CH:3]=1.OC1N=C2C[CH2:49][C:50](=[O:51])[C:45]2=CC=1.[C:52]([O-])([O-])=O.[K+].[K+].C[N:59]([CH:61]=[O:62])C. (6) Given the product [C:22]([NH:26][C:2]1[N:7]=[C:6]([O:8][C:9]2[C:14]([CH3:15])=[CH:13][C:12]([CH3:16])=[CH:11][C:10]=2[CH3:17])[C:5]([C:18]([O:20][CH3:21])=[O:19])=[CH:4][CH:3]=1)([CH3:25])([CH3:24])[CH3:23], predict the reactants needed to synthesize it. The reactants are: Cl[C:2]1[N:7]=[C:6]([O:8][C:9]2[C:14]([CH3:15])=[CH:13][C:12]([CH3:16])=[CH:11][C:10]=2[CH3:17])[C:5]([C:18]([O:20][CH3:21])=[O:19])=[CH:4][CH:3]=1.[C:22]([NH2:26])([CH3:25])([CH3:24])[CH3:23]. (7) The reactants are: C([CH:8]([NH2:26])[CH2:9][N:10]1[C:19]2[C:14](=[CH:15][CH:16]=[CH:17][CH:18]=2)[N:13]=[C:12]([C:20]2[S:21][CH:22]=[CH:23][CH:24]=2)[C:11]1=[O:25])(OC(C)(C)C)=O.[ClH:27]. Given the product [ClH:27].[NH2:26][CH2:8][CH2:9][N:10]1[C:19]2[C:14](=[CH:15][CH:16]=[CH:17][CH:18]=2)[N:13]=[C:12]([C:20]2[S:21][CH:22]=[CH:23][CH:24]=2)[C:11]1=[O:25], predict the reactants needed to synthesize it. (8) Given the product [CH3:13][O:14][C:15]1[CH:20]=[CH:19][C:18]([C:21]2[CH2:22][N:8]([C:1]([O:3][C:4]([CH3:5])([CH3:6])[CH3:7])=[O:2])[CH2:11][C:10](=[O:12])[C:9]=2[CH3:24])=[CH:17][CH:16]=1, predict the reactants needed to synthesize it. The reactants are: [C:1]([N:8]1[CH2:11][C:10](=[O:12])[CH2:9]1)([O:3][C:4]([CH3:7])([CH3:6])[CH3:5])=[O:2].[CH3:13][O:14][C:15]1[CH:20]=[CH:19][C:18]([C:21]#[C:22]C)=[CH:17][CH:16]=1.[C:24]1(C)C=CC=CC=1.